Dataset: Catalyst prediction with 721,799 reactions and 888 catalyst types from USPTO. Task: Predict which catalyst facilitates the given reaction. (1) Reactant: [Br:1][C:2]1[C:3](Cl)=[N:4][CH:5]=[CH:6][CH:7]=1.[NH2:9][C:10]1[CH:15]=[CH:14][C:13]([OH:16])=[CH:12][CH:11]=1.C(=O)([O-])[O-].[Cs+].[Cs+].CS(C)=O. Product: [Br:1][C:2]1[C:3]([O:16][C:13]2[CH:14]=[CH:15][C:10]([NH2:9])=[CH:11][CH:12]=2)=[N:4][CH:5]=[CH:6][CH:7]=1. The catalyst class is: 6. (2) Reactant: [F:1][C:2]1[CH:3]=[C:4]([NH:8][C:9]2[N:18]=[CH:17][C:16]3[C:11](=[CH:12][C:13]([OH:24])=[C:14]([C:19]4[S:20][CH:21]=[CH:22][N:23]=4)[CH:15]=3)[N:10]=2)[CH:5]=[CH:6][CH:7]=1.C1([O:31][S:32]([C:35]([F:38])([F:37])[F:36])(=O)=[O:33])C=CC=CC=1.CCN(C(C)C)C(C)C. Product: [F:36][C:35]([F:38])([F:37])[S:32]([O:24][C:13]1[CH:12]=[C:11]2[C:16]([CH:17]=[N:18][C:9]([NH:8][C:4]3[CH:5]=[CH:6][CH:7]=[C:2]([F:1])[CH:3]=3)=[N:10]2)=[CH:15][C:14]=1[C:19]1[S:20][CH:21]=[CH:22][N:23]=1)(=[O:33])=[O:31]. The catalyst class is: 37.